This data is from Full USPTO retrosynthesis dataset with 1.9M reactions from patents (1976-2016). The task is: Predict the reactants needed to synthesize the given product. (1) The reactants are: Cl.Cl.[CH2:3]([O:10][NH:11][C@H:12]1[CH2:17][NH:16][C@H:15]([C:18]([OH:20])=[O:19])[CH2:14][CH2:13]1)[C:4]1[CH:9]=[CH:8][CH:7]=[CH:6][CH:5]=1.[OH-].[Na+].C(=O)([O-])[O-].[K+].[K+].[CH3:29][Si:30]([CH2:33][CH2:34][O:35][C:36](ON1C(=O)CCC1=O)=[O:37])([CH3:32])[CH3:31].C(O)(=O)CC(CC(O)=O)(C(O)=O)O. Given the product [CH2:3]([O:10][NH:11][C@H:12]1[CH2:17][N:16]([C:36]([O:35][CH2:34][CH2:33][Si:30]([CH3:32])([CH3:31])[CH3:29])=[O:37])[C@H:15]([C:18]([OH:20])=[O:19])[CH2:14][CH2:13]1)[C:4]1[CH:5]=[CH:6][CH:7]=[CH:8][CH:9]=1, predict the reactants needed to synthesize it. (2) Given the product [CH3:19][C:9]1[CH:14]=[CH:13][C:12]([S:15]([O:1][CH2:2][C@@H:3]2[O:7][C:6](=[O:8])[NH:5][CH2:4]2)(=[O:17])=[O:16])=[CH:11][CH:10]=1, predict the reactants needed to synthesize it. The reactants are: [OH:1][CH2:2][C@@H:3]1[O:7][C:6](=[O:8])[NH:5][CH2:4]1.[C:9]1([CH3:19])[CH:14]=[CH:13][C:12]([S:15](Cl)(=[O:17])=[O:16])=[CH:11][CH:10]=1.[Cl-].[Na+].O.O.